Dataset: Full USPTO retrosynthesis dataset with 1.9M reactions from patents (1976-2016). Task: Predict the reactants needed to synthesize the given product. (1) Given the product [C:1]([C:5]1[CH:10]=[CH:9][CH:8]=[CH:7][N+:6]=1[O-:11])([CH3:4])([CH3:3])[CH3:2], predict the reactants needed to synthesize it. The reactants are: [C:1]([C:5]1[CH:10]=[CH:9][CH:8]=[CH:7][N:6]=1)([CH3:4])([CH3:3])[CH3:2].[OH:11]O. (2) The reactants are: [Li+].CC([N-]C(C)C)C.[CH3:9][C:10]1[N:11]=[N:12][CH:13]=[CH:14][CH:15]=1.C([Si](C)(C)[O:21][CH2:22][CH2:23][CH:24]1[CH2:32][C:31]2[C:26](=[CH:27][CH:28]=[C:29]([F:33])[CH:30]=2)[C:25]1=O)(C)(C)C. Given the product [F:33][C:29]1[CH:30]=[C:31]2[C:26]([C:25]([CH2:9][C:10]3[N:11]=[N:12][CH:13]=[CH:14][CH:15]=3)=[C:24]([CH2:23][CH2:22][OH:21])[CH2:32]2)=[CH:27][CH:28]=1, predict the reactants needed to synthesize it. (3) Given the product [F:4][C:5]1[CH:6]=[CH:7][C:8]([CH2:9][NH:10][C:11]2[C:20]3[N:19]([CH3:21])[CH2:18][CH2:17][N:16]([CH3:22])[C:15]=3[C:14]3=[N:23][N:24]=[C:25]([C:26]4[CH:31]=[CH:30][C:29]([OH:32])=[CH:28][CH:27]=4)[N:13]3[N:12]=2)=[CH:34][CH:35]=1, predict the reactants needed to synthesize it. The reactants are: C(Cl)Cl.[F:4][C:5]1[CH:35]=[CH:34][C:8]([CH2:9][NH:10][C:11]2[C:20]3[N:19]([CH3:21])[CH2:18][CH2:17][N:16]([CH3:22])[C:15]=3[C:14]3=[N:23][N:24]=[C:25]([C:26]4[CH:31]=[CH:30][C:29]([O:32]C)=[CH:28][CH:27]=4)[N:13]3[N:12]=2)=[CH:7][CH:6]=1. (4) Given the product [CH2:16]([O:1][C:2]1[CH:7]=[CH:6][C:5]([C:8](=[O:10])[CH3:9])=[CH:4][C:3]=1[C:11]([F:12])([F:13])[F:14])[CH3:17], predict the reactants needed to synthesize it. The reactants are: [OH:1][C:2]1[CH:7]=[CH:6][C:5]([C:8](=[O:10])[CH3:9])=[CH:4][C:3]=1[C:11]([F:14])([F:13])[F:12].I[CH2:16][CH3:17].C(=O)([O-])[O-].[Cs+].[Cs+].CN(C)C=O. (5) Given the product [Cl:31][C:2]1[CH2:7][CH:6]([C:8]2[N:9]=[C:10]([NH:13][C:14](=[O:18])[CH:15]([CH3:17])[CH3:16])[S:11][CH:12]=2)[N:5]=[C:4]2[C:19]3[C:25]([Cl:26])=[C:24]([O:27][CH3:28])[CH:23]=[CH:22][C:20]=3[O:21][C:3]=12, predict the reactants needed to synthesize it. The reactants are: O[C:2]1[CH:7]=[C:6]([C:8]2[N:9]=[C:10]([NH:13][C:14](=[O:18])[CH:15]([CH3:17])[CH3:16])[S:11][CH:12]=2)[N:5]=[C:4]2[C:19]3[C:25]([Cl:26])=[C:24]([O:27][CH3:28])[CH:23]=[CH:22][C:20]=3[O:21][C:3]=12.O=P(Cl)(Cl)[Cl:31]. (6) The reactants are: [F:1][C:2]1[C:7]([S:8]([C:11]([F:14])([F:13])[F:12])(=[O:10])=[O:9])=[CH:6][CH:5]=[CH:4][C:3]=1[CH:15]1[CH2:20][CH2:19][NH:18][CH2:17][CH2:16]1.C(=O)([O-])[O-].[K+].[K+].I[CH2:28][CH3:29].Cl. Given the product [CH2:28]([N:18]1[CH2:19][CH2:20][CH:15]([C:3]2[CH:4]=[CH:5][CH:6]=[C:7]([S:8]([C:11]([F:14])([F:13])[F:12])(=[O:9])=[O:10])[C:2]=2[F:1])[CH2:16][CH2:17]1)[CH3:29], predict the reactants needed to synthesize it. (7) Given the product [Br:15][C:16]1[CH:24]=[C:23]([CH3:25])[CH:22]=[CH:21][C:17]=1[C:18]([NH:14][C:11]1[CH:12]=[CH:13][C:8]([C:5]2[CH:4]=[CH:3][C:2]([Cl:1])=[CH:7][CH:6]=2)=[CH:9][CH:10]=1)=[O:19], predict the reactants needed to synthesize it. The reactants are: [Cl:1][C:2]1[CH:7]=[CH:6][C:5]([C:8]2[CH:13]=[CH:12][C:11]([NH2:14])=[CH:10][CH:9]=2)=[CH:4][CH:3]=1.[Br:15][C:16]1[CH:24]=[C:23]([CH3:25])[CH:22]=[CH:21][C:17]=1[C:18](O)=[O:19].C(Cl)CCl.C1C=CC2N(O)N=NC=2C=1.C(N(C(C)C)CC)(C)C.